The task is: Regression/Classification. Given a drug SMILES string, predict its toxicity properties. Task type varies by dataset: regression for continuous values (e.g., LD50, hERG inhibition percentage) or binary classification for toxic/non-toxic outcomes (e.g., AMES mutagenicity, cardiotoxicity, hepatotoxicity). Dataset: herg_karim.. This data is from hERG potassium channel inhibition data for cardiac toxicity prediction from Karim et al.. (1) The result is 1 (blocker). The drug is N#Cc1ccc2cc1Oc1cc(Cl)cc(c1)CN1CC[C@@H](NCc3cncn3C2)C1=O. (2) The compound is CCNc1cc(C(F)(F)F)cc(COCC2(c3ccc(F)cc3)CCN(C)CC2)n1. The result is 0 (non-blocker). (3) The drug is C[C@H]1Oc2ccc(-c3cccnc3F)cc2[C@@]2(COC(N)=N2)C12COC2. The result is 0 (non-blocker). (4) The molecule is CC(C)CN(C(=O)c1cc(Cl)ccc1Cl)C1CCNC1. The result is 0 (non-blocker). (5) The molecule is CN1CCN(C(=O)c2ccc3c(c2)Cc2c(-c4csc(C#CCOc5ccccc5)c4)n[nH]c2-3)CC1. The result is 1 (blocker). (6) The drug is CC(C(=O)NC1(c2ccccc2)CCC(N2CCC3(CC2)CCC(C)(C)O3)CC1)c1cc(C(F)(F)F)cc(C(F)(F)F)c1. The result is 1 (blocker). (7) The molecule is COc1ccc([C@H]2CN(CCc3ccc(OC)c(OC)c3)C[C@@H]2CC(=O)N(C)c2cccc(Cl)c2)cc1. The result is 1 (blocker).